Task: Predict which catalyst facilitates the given reaction.. Dataset: Catalyst prediction with 721,799 reactions and 888 catalyst types from USPTO (1) Reactant: [Cl:1][C:2]1[C:7]([Cl:8])=[CH:6][C:5]([C:9]([C:11]2[CH:16]=[CH:15][CH:14]=[CH:13][CH:12]=2)=O)=[C:4]([OH:17])[CH:3]=1.[C:18](OCC)(=[O:25])[CH2:19][C:20]([O:22]CC)=[O:21].C1CCN2C(=NCCC2)CC1. Product: [Cl:8][C:7]1[CH:6]=[C:5]2[C:4](=[CH:3][C:2]=1[Cl:1])[O:17][C:18](=[O:25])[C:19]([C:20]([OH:22])=[O:21])=[C:9]2[C:11]1[CH:16]=[CH:15][CH:14]=[CH:13][CH:12]=1. The catalyst class is: 13. (2) Reactant: [CH3:1][O:2][C:3](=[O:15])[CH2:4][NH:5][C:6]([CH3:14])([CH2:12][CH3:13])[CH2:7][C:8]([O:10][CH3:11])=[O:9].C([O-])(O)=O.[Na+].Cl[C:22]([O:24][CH2:25][C:26]1[CH:31]=[CH:30][CH:29]=[CH:28][CH:27]=1)=[O:23]. Product: [CH2:25]([O:24][C:22]([N:5]([CH2:4][C:3]([O:2][CH3:1])=[O:15])[C:6]([CH3:14])([CH2:12][CH3:13])[CH2:7][C:8]([O:10][CH3:11])=[O:9])=[O:23])[C:26]1[CH:31]=[CH:30][CH:29]=[CH:28][CH:27]=1. The catalyst class is: 1.